Predict the reaction yield, written as a fraction of the theoretical maximum amount of product (1.0 means a 100% yield; for example, 0.34 means a 34% yield). From a dataset of Reaction yield outcomes from USPTO patents with 853,638 reactions. (1) The reactants are [OH:1][C:2]1[CH:11]=[CH:10][C:5]([C:6]([O:8][CH3:9])=[O:7])=[CH:4][CH:3]=1.Br[CH:13]([OH:15])[CH3:14].C(=O)([O-])[O-].[Cs+].[Cs+]. The catalyst is CN(C)C=O.O. The product is [OH:15][CH2:13][CH2:14][O:1][C:2]1[CH:3]=[CH:4][C:5]([C:6]([O:8][CH3:9])=[O:7])=[CH:10][CH:11]=1. The yield is 0.933. (2) The reactants are [CH2:1]([O:8][C:9]1[CH:10]=[C:11]([S:15][C:16]2[CH:17]=[C:18]3[C:23](=[CH:24][CH:25]=2)[CH:22]=[C:21]([C@:26]2([CH3:32])[CH2:30][O:29]C(=O)[NH:27]2)[CH:20]=[CH:19]3)[CH:12]=[CH:13][CH:14]=1)[C:2]1[CH:7]=[CH:6][CH:5]=[CH:4][CH:3]=1.C(O)C.O.[OH-].[Li+]. No catalyst specified. The product is [NH2:27][C@@:26]([C:21]1[CH:20]=[CH:19][C:18]2[C:23](=[CH:24][CH:25]=[C:16]([S:15][C:11]3[CH:12]=[CH:13][CH:14]=[C:9]([O:8][CH2:1][C:2]4[CH:7]=[CH:6][CH:5]=[CH:4][CH:3]=4)[CH:10]=3)[CH:17]=2)[CH:22]=1)([CH3:32])[CH2:30][OH:29]. The yield is 0.920.